From a dataset of TCR-epitope binding with 47,182 pairs between 192 epitopes and 23,139 TCRs. Binary Classification. Given a T-cell receptor sequence (or CDR3 region) and an epitope sequence, predict whether binding occurs between them. (1) The epitope is LLWNGPMAV. The TCR CDR3 sequence is CASRQQGGTEAFF. Result: 1 (the TCR binds to the epitope). (2) Result: 1 (the TCR binds to the epitope). The epitope is NLVPMVATV. The TCR CDR3 sequence is CSARYGSTCEQYF. (3) The epitope is EEHVQIHTI. The TCR CDR3 sequence is CASSQVLTAEYGYTF. Result: 0 (the TCR does not bind to the epitope). (4) The epitope is TAFTIPSI. The TCR CDR3 sequence is CASTGPDEPNEQFF. Result: 0 (the TCR does not bind to the epitope). (5) The epitope is VTIAEILLI. The TCR CDR3 sequence is CASSPGLLTYNEQFF. Result: 0 (the TCR does not bind to the epitope).